Dataset: Full USPTO retrosynthesis dataset with 1.9M reactions from patents (1976-2016). Task: Predict the reactants needed to synthesize the given product. (1) Given the product [C:5]([N:8]1[C@@H:12]([CH3:13])[CH2:11][CH2:10][C@@H:9]1[C:14]1[C:15]([F:29])=[CH:16][C:17]([NH:20][C:21]([C:23]2[CH:28]=[N:27][CH:26]=[CH:25][N:24]=2)=[O:22])=[C:18]([N+:1]([O-:4])=[O:2])[CH:19]=1)(=[O:7])[CH3:6], predict the reactants needed to synthesize it. The reactants are: [N+:1]([O-:4])(O)=[O:2].[C:5]([N:8]1[C@@H:12]([CH3:13])[CH2:11][CH2:10][CH:9]1[C:14]1[CH:19]=[CH:18][C:17]([NH:20][C:21]([C:23]2[CH:28]=[N:27][CH:26]=[CH:25][N:24]=2)=[O:22])=[CH:16][C:15]=1[F:29])(=[O:7])[CH3:6]. (2) Given the product [F:4][C:5]1[N:10]=[CH:9][C:8]([CH:11]([OH:12])[CH3:1])=[CH:7][CH:6]=1, predict the reactants needed to synthesize it. The reactants are: [CH3:1][Mg]Br.[F:4][C:5]1[N:10]=[CH:9][C:8]([CH:11]=[O:12])=[CH:7][CH:6]=1.Cl.[OH-].[NH4+].